From a dataset of Reaction yield outcomes from USPTO patents with 853,638 reactions. Predict the reaction yield, written as a fraction of the theoretical maximum amount of product (1.0 means a 100% yield; for example, 0.34 means a 34% yield). (1) The reactants are [Br:1][C:2]1[CH:3]=[C:4]([C:9](=[O:11])[CH3:10])[CH:5]=[CH:6][C:7]=1[OH:8].Br[CH2:13][C:14]([O:16][CH3:17])=[O:15].C(=O)([O-])[O-].[K+].[K+]. The catalyst is CN(C=O)C. The product is [C:9]([C:4]1[CH:5]=[CH:6][C:7]([O:8][CH2:13][C:14]([O:16][CH3:17])=[O:15])=[C:2]([Br:1])[CH:3]=1)(=[O:11])[CH3:10]. The yield is 0.810. (2) The reactants are [CH3:1][O:2][C:3]1[CH:4]=[C:5]([NH:13][C:14]2[NH:19][C:18](=O)[CH:17]=[CH:16][N:15]=2)[CH:6]=[C:7]([O:11][CH3:12])[C:8]=1[O:9][CH3:10].P(Cl)(Cl)([Cl:23])=O. The catalyst is C(#N)C. The product is [Cl:23][C:18]1[CH:17]=[CH:16][N:15]=[C:14]([NH:13][C:5]2[CH:4]=[C:3]([O:2][CH3:1])[C:8]([O:9][CH3:10])=[C:7]([O:11][CH3:12])[CH:6]=2)[N:19]=1. The yield is 0.810. (3) The reactants are [CH:1]([O:4][C:5]1[CH:10]=[CH:9][C:8]([N+:11]([O-])=O)=[CH:7][C:6]=1[OH:14])([CH3:3])[CH3:2]. The catalyst is [Pd]. The product is [NH2:11][C:8]1[CH:9]=[CH:10][C:5]([O:4][CH:1]([CH3:3])[CH3:2])=[C:6]([OH:14])[CH:7]=1. The yield is 0.760. (4) The reactants are [C:1]([O:8][CH3:9])(=[O:7])[CH2:2][C:3]([O:5][CH3:6])=[O:4].C([O-])([O-])=O.[K+].[K+].F[C:17]1[CH:22]=[CH:21][C:20]([N+:23]([O-:25])=[O:24])=[CH:19][C:18]=1[F:26]. The catalyst is CN(C=O)C. The product is [F:26][C:18]1[CH:19]=[C:20]([N+:23]([O-:25])=[O:24])[CH:21]=[CH:22][C:17]=1[CH:2]([C:1]([O:8][CH3:9])=[O:7])[C:3]([O:5][CH3:6])=[O:4]. The yield is 0.760. (5) The reactants are [OH:1][C:2]1[C:3]([CH3:12])=[N:4][C:5]2[C:10]([CH:11]=1)=[CH:9][CH:8]=[CH:7][CH:6]=2.[OH2:13]. The catalyst is C1(C)C(C)=CC=CC=1. The product is [OH:1][C:2]1[C:3]([CH:12]=[O:13])=[N:4][C:5]2[C:10]([CH:11]=1)=[CH:9][CH:8]=[CH:7][CH:6]=2. The yield is 0.250.